The task is: Predict which catalyst facilitates the given reaction.. This data is from Catalyst prediction with 721,799 reactions and 888 catalyst types from USPTO. (1) Reactant: [OH:1][C:2]1([C:14]2[CH:18]=[CH:17][S:16][C:15]=2[C:19]2[CH:24]=[CH:23][CH:22]=[CH:21][C:20]=2O)[CH2:6][CH2:5][N:4]([C:7]([O:9][C:10]([CH3:13])([CH3:12])[CH3:11])=[O:8])[CH2:3]1.B(F)(F)F.O. Product: [S:16]1[C:15]2[C:19]3[CH:24]=[CH:23][CH:22]=[CH:21][C:20]=3[O:1][C:2]3([CH2:6][CH2:5][N:4]([C:7]([O:9][C:10]([CH3:13])([CH3:12])[CH3:11])=[O:8])[CH2:3]3)[C:14]=2[CH:18]=[CH:17]1. The catalyst class is: 2. (2) Reactant: ClC1C=C(C=CC=1)C(OO)=[O:6].[Br:12][C:13]1[C:22]([O:23][CH3:24])=[C:21]2[C:16]([C:17](=[O:35])[C:18]([C:30]([O:32][CH2:33][CH3:34])=[O:31])=[C:19]([S:28][CH3:29])[N:20]2[CH:25]2[CH2:27][CH2:26]2)=[CH:15][CH:14]=1. Product: [Br:12][C:13]1[C:22]([O:23][CH3:24])=[C:21]2[C:16]([C:17](=[O:35])[C:18]([C:30]([O:32][CH2:33][CH3:34])=[O:31])=[C:19]([S:28]([CH3:29])=[O:6])[N:20]2[CH:25]2[CH2:26][CH2:27]2)=[CH:15][CH:14]=1. The catalyst class is: 2.